This data is from Reaction yield outcomes from USPTO patents with 853,638 reactions. The task is: Predict the reaction yield, written as a fraction of the theoretical maximum amount of product (1.0 means a 100% yield; for example, 0.34 means a 34% yield). (1) The yield is 0.900. The reactants are [BH4-].[Na+].[Cl-].[Ca+2].[Cl-].[OH:6][C@@:7]([C:37]1[CH:46]=[CH:45][C:44]2[C:39](=[CH:40][CH:41]=[C:42]([C:47]([NH:49][CH3:50])=[O:48])[CH:43]=2)[CH:38]=1)([C:13]1[N:14]=[CH:15][N:16]([C:18]([C:31]2[CH:36]=[CH:35][CH:34]=[CH:33][CH:32]=2)([C:25]2[CH:30]=[CH:29][CH:28]=[CH:27][CH:26]=2)[C:19]2[CH:24]=[CH:23][CH:22]=[CH:21][CH:20]=2)[CH:17]=1)[CH2:8][C:9](OC)=[O:10].Cl. The product is [OH:6][C@@:7]([C:37]1[CH:38]=[C:39]2[C:44](=[CH:45][CH:46]=1)[CH:43]=[C:42]([C:47]([NH:49][CH3:50])=[O:48])[CH:41]=[CH:40]2)([C:13]1[N:14]=[CH:15][N:16]([C:18]([C:25]2[CH:30]=[CH:29][CH:28]=[CH:27][CH:26]=2)([C:31]2[CH:32]=[CH:33][CH:34]=[CH:35][CH:36]=2)[C:19]2[CH:24]=[CH:23][CH:22]=[CH:21][CH:20]=2)[CH:17]=1)[CH2:8][CH2:9][OH:10]. The catalyst is C(OCC)(=O)C.O.C1COCC1.C(O)C. (2) The reactants are [Br:1][C:2]1[CH:10]=[C:9]2[C:5]([C:6]3([CH2:16][CH2:15][C:14](=[O:17])[CH2:13][CH2:12]3)[C:7](=[O:11])[NH:8]2)=[CH:4][CH:3]=1.[Cl:18][CH2:19][CH2:20][OH:21].CS(O)(=O)=O.[C:27](=O)([O-])O.[Na+].Cl[CH2:33][Cl:34]. The catalyst is C1(C)C=CC=CC=1. The product is [Br:1][C:2]1[CH:10]=[C:9]2[C:5]([C:6]3([CH2:12][CH2:13][C:14]([O:21][CH2:20][CH2:19][Cl:18])([O:17][CH2:27][CH2:33][Cl:34])[CH2:15][CH2:16]3)[C:7](=[O:11])[NH:8]2)=[CH:4][CH:3]=1. The yield is 0.660. (3) The reactants are [NH2:1][C:2]1[N:6]([C:7]2[C:12]([Cl:13])=[CH:11][C:10]([Cl:14])=[CH:9][C:8]=2[Cl:15])[N:5]=[C:4]([CH:16]([CH3:18])[CH3:17])[C:3]=1[C:19]([NH2:21])=[O:20].[CH3:22][O:23][C:24]1[CH:25]=[C:26]([CH2:30][C:31](Cl)=O)[CH:27]=[CH:28][CH:29]=1.[O-]CC.[Na+]. The catalyst is C(O)C. The product is [Cl:13][C:12]1[CH:11]=[C:10]([Cl:14])[CH:9]=[C:8]([Cl:15])[C:7]=1[N:6]1[C:2]2=[N:1][C:31]([CH2:30][C:26]3[CH:27]=[CH:28][CH:29]=[C:24]([O:23][CH3:22])[CH:25]=3)=[N:21][C:19](=[O:20])[C:3]2=[C:4]([CH:16]([CH3:18])[CH3:17])[NH:5]1. The yield is 0.760. (4) The reactants are [CH2:1]([N:3]1[C:7]2[N:8]=[C:9]([CH2:22][CH3:23])[C:10]([CH2:19][NH:20][CH3:21])=[C:11]([NH:12][CH:13]3[CH2:18][CH2:17][O:16][CH2:15][CH2:14]3)[C:6]=2[CH:5]=[N:4]1)[CH3:2].Cl[CH2:25][C:26]1[CH:27]=[C:28]([C:32]([NH:34][CH2:35][C:36]2[CH:37]=[CH:38][C:39]([F:62])=[C:40]([C:42]3[CH:47]=[CH:46][CH:45]=[C:44]([CH2:48][N:49]4[CH2:54][CH2:53][N:52]([C:55]([O:57][C:58]([CH3:61])([CH3:60])[CH3:59])=[O:56])[CH2:51][CH2:50]4)[CH:43]=3)[CH:41]=2)=[O:33])[CH:29]=[CH:30][CH:31]=1.C([O-])([O-])=O.[K+].[K+].[Na+].[I-]. The catalyst is CN(C=O)C.CCOC(C)=O. The product is [CH2:1]([N:3]1[C:7]2=[N:8][C:9]([CH2:22][CH3:23])=[C:10]([CH2:19][N:20]([CH2:25][C:26]3[CH:27]=[C:28]([C:32]([NH:34][CH2:35][C:36]4[CH:37]=[CH:38][C:39]([F:62])=[C:40]([C:42]5[CH:47]=[CH:46][CH:45]=[C:44]([CH2:48][N:49]6[CH2:50][CH2:51][N:52]([C:55]([O:57][C:58]([CH3:60])([CH3:59])[CH3:61])=[O:56])[CH2:53][CH2:54]6)[CH:43]=5)[CH:41]=4)=[O:33])[CH:29]=[CH:30][CH:31]=3)[CH3:21])[C:11]([NH:12][CH:13]3[CH2:14][CH2:15][O:16][CH2:17][CH2:18]3)=[C:6]2[CH:5]=[N:4]1)[CH3:2]. The yield is 0.490. (5) The product is [NH2:1][C:4]1[CH:12]=[CH:11][CH:10]=[C:9]2[C:5]=1[CH2:6][NH:7][C:8]2=[O:13]. The reactants are [N+:1]([C:4]1[CH:12]=[CH:11][CH:10]=[C:9]2[C:5]=1[CH2:6][NH:7][C:8]2=[O:13])([O-])=O.C([O-])=O.[NH4+]. The yield is 0.830. The catalyst is CN(C=O)C.[Pd]. (6) The reactants are [OH-:1].O.[I-].[CH3:4][N+:5]1([CH:10]2[CH2:15][CH2:14][CH2:13][CH2:12][CH2:11]2)[CH2:9][CH2:8][CH2:7][CH2:6]1. No catalyst specified. The yield is 0.920. The product is [OH-:1].[CH3:4][N+:5]1([CH:10]2[CH2:15][CH2:14][CH2:13][CH2:12][CH2:11]2)[CH2:9][CH2:8][CH2:7][CH2:6]1. (7) The reactants are [Br:1][C:2]1[CH:3]=[N:4][NH:5][CH:6]=1.C([O-])([O-])=O.[K+].[K+].Br[CH2:14][CH2:15][C:16]([CH3:19])([OH:18])[CH3:17]. The catalyst is CN(C=O)C. The product is [Br:1][C:2]1[CH:3]=[N:4][N:5]([CH2:14][CH2:15][C:16]([CH3:19])([OH:18])[CH3:17])[CH:6]=1. The yield is 0.600. (8) The reactants are [C:1]([OH:5])(=[O:4])[CH2:2][OH:3].C([N:10]([C:16]([O:18][CH2:19][C:20]1[CH:25]=[CH:24][CH:23]=[CH:22][CH:21]=1)=[O:17])[CH2:11][CH2:12][C:13]([OH:15])=[O:14])(C)(C)C. The catalyst is C(O)=O. The product is [C:1]([OH:5])(=[O:4])[CH2:2][OH:3].[C:16]([NH:10][CH2:11][CH2:12][C:13]([OH:15])=[O:14])([O:18][CH2:19][C:20]1[CH:25]=[CH:24][CH:23]=[CH:22][CH:21]=1)=[O:17]. The yield is 0.800. (9) The reactants are [Br:1][C:2]1[N:7]=[CH:6][C:5]2[NH:8][C:9](=[O:23])[N:10]([C:11]([CH3:22])([CH3:21])[CH2:12][O:13][Si](C(C)(C)C)(C)C)[C:4]=2[CH:3]=1.[F-].C([N+](CCCC)(CCCC)CCCC)CCC. The catalyst is O1CCCC1.O. The product is [Br:1][C:2]1[N:7]=[CH:6][C:5]2[NH:8][C:9](=[O:23])[N:10]([C:11]([CH3:21])([CH3:22])[CH2:12][OH:13])[C:4]=2[CH:3]=1. The yield is 0.730. (10) The reactants are [F:1][C:2]1[CH:7]=[CH:6][C:5]([N+:8]([O-:10])=[O:9])=[CH:4][CH:3]=1.[Cl:11][S:12](O)(=[O:14])=[O:13]. No catalyst specified. The product is [F:1][C:2]1[CH:7]=[CH:6][C:5]([N+:8]([O-:10])=[O:9])=[CH:4][C:3]=1[S:12]([Cl:11])(=[O:14])=[O:13]. The yield is 0.630.